This data is from Catalyst prediction with 721,799 reactions and 888 catalyst types from USPTO. The task is: Predict which catalyst facilitates the given reaction. (1) Reactant: [Br:1][C:2]1[CH:7]=[CH:6][C:5]([C:8]2[N:9]=[C:10]([N:13]3[CH2:18][CH2:17][NH:16][CH2:15][CH2:14]3)[S:11][CH:12]=2)=[CH:4][CH:3]=1.[O:19]([C:21]#[N:22])[K]. Product: [Br:1][C:2]1[CH:7]=[CH:6][C:5]([C:8]2[N:9]=[C:10]([N:13]3[CH2:14][CH2:15][N:16]([C:21]([NH2:22])=[O:19])[CH2:17][CH2:18]3)[S:11][CH:12]=2)=[CH:4][CH:3]=1. The catalyst class is: 6. (2) Reactant: [CH:1]1([C:4]2[C:5]([CH3:28])=[N:6][C:7]3[N:8]([N:12]=[CH:13][C:14]=3[C:15]3[CH:16]=[N:17][N:18](COCC[Si](C)(C)C)[CH:19]=3)[C:9]=2[O:10]C)[CH2:3][CH2:2]1.Cl. Product: [CH:1]1([C:4]2[C:9](=[O:10])[N:8]3[N:12]=[CH:13][C:14]([C:15]4[CH:19]=[N:18][NH:17][CH:16]=4)=[C:7]3[NH:6][C:5]=2[CH3:28])[CH2:3][CH2:2]1. The catalyst class is: 5. (3) Reactant: [Br:1][C:2]1[C:3]([N:18]2[CH2:23][CH2:22][C:21]([CH3:25])([CH3:24])[CH2:20][CH2:19]2)=[C:4]([C@H:10]([OH:17])[C:11]([O:13][CH:14]([CH3:16])[CH3:15])=[O:12])[C:5]([CH3:9])=[N:6][C:7]=1[CH3:8].[CH3:26][C:27](=[CH2:29])[CH3:28].C([O-])([O-])=O.[Na+].[Na+]. Product: [Br:1][C:2]1[C:3]([N:18]2[CH2:23][CH2:22][C:21]([CH3:25])([CH3:24])[CH2:20][CH2:19]2)=[C:4]([C@H:10]([O:17][C:27]([CH3:29])([CH3:28])[CH3:26])[C:11]([O:13][CH:14]([CH3:16])[CH3:15])=[O:12])[C:5]([CH3:9])=[N:6][C:7]=1[CH3:8]. The catalyst class is: 4. (4) Reactant: [Cl:1][C:2]1[C:7]([NH2:8])=[C:6]([C:9]#[C:10][C:11]2[CH:16]=[CH:15][CH:14]=[CH:13][CH:12]=2)[N:5]=[CH:4][N:3]=1. Product: [Cl:1][C:2]1[C:7]2[NH:8][C:10]([C:11]3[CH:16]=[CH:15][CH:14]=[CH:13][CH:12]=3)=[CH:9][C:6]=2[N:5]=[CH:4][N:3]=1. The catalyst class is: 37.